Dataset: Forward reaction prediction with 1.9M reactions from USPTO patents (1976-2016). Task: Predict the product of the given reaction. Given the reactants O[C:2]1[CH:11]=[CH:10][C:5]([C:6]([O:8][CH3:9])=[O:7])=[C:4]([O:12][CH3:13])[CH:3]=1.[CH3:14][O:15][CH2:16][CH2:17]Cl.C(=O)([O-])[O-:20].[K+].[K+].CN(C)C=O, predict the reaction product. The product is: [CH3:9][O:8][C:6](=[O:7])[C:5]1[CH:10]=[C:11]([O:20][CH2:17][CH2:16][O:15][CH3:14])[CH:2]=[CH:3][C:4]=1[O:12][CH3:13].